This data is from Full USPTO retrosynthesis dataset with 1.9M reactions from patents (1976-2016). The task is: Predict the reactants needed to synthesize the given product. (1) Given the product [CH3:1][O:2][C:3]1[CH:15]=[CH:14][CH:13]=[CH:12][C:4]=1[CH:5]=[C:6]1[CH2:10][CH2:9][N:8]([CH3:18])[C:7]1=[O:11], predict the reactants needed to synthesize it. The reactants are: [CH3:1][O:2][C:3]1[CH:15]=[CH:14][CH:13]=[CH:12][C:4]=1[CH:5]=[C:6]1[CH2:10][CH2:9][NH:8][C:7]1=[O:11].[H-].[Na+].[CH3:18]I.O. (2) Given the product [CH3:1][O:2][C:3]1[CH:4]=[C:5]([CH:21]=[CH:22][C:23]=1[O:24][CH2:25][C:26]1[N:27]=[C:28]([C:32]2[CH:33]=[CH:34][CH:35]=[CH:36][CH:37]=2)[O:29][C:30]=1[CH3:31])[CH2:6][O:7][C:8]1[C:12](/[CH:13]=[CH:46]/[C:47]#[N:48])=[CH:11][N:10]([C:15]2[CH:16]=[CH:17][CH:18]=[CH:19][CH:20]=2)[N:9]=1, predict the reactants needed to synthesize it. The reactants are: [CH3:1][O:2][C:3]1[CH:4]=[C:5]([CH:21]=[CH:22][C:23]=1[O:24][CH2:25][C:26]1[N:27]=[C:28]([C:32]2[CH:37]=[CH:36][CH:35]=[CH:34][CH:33]=2)[O:29][C:30]=1[CH3:31])[CH2:6][O:7][C:8]1[C:12]([CH:13]=O)=[CH:11][N:10]([C:15]2[CH:20]=[CH:19][CH:18]=[CH:17][CH:16]=2)[N:9]=1.C(OP([CH2:46][C:47]#[N:48])(OCC)=O)C.CN(C)C=O.[H-].[Na+]. (3) Given the product [OH:1][C:2]1[C:11]2[C:6](=[CH:7][CH:8]=[CH:9][CH:10]=2)[C:5]([CH2:12][CH2:13][C:14]([O:16][CH2:17][CH3:18])=[O:15])=[CH:4][CH:3]=1, predict the reactants needed to synthesize it. The reactants are: [OH:1][C:2]1[C:11]2[C:6](=[CH:7][CH:8]=[CH:9][CH:10]=2)[C:5](/[CH:12]=[CH:13]/[C:14]([O:16][CH2:17][CH3:18])=[O:15])=[CH:4][CH:3]=1.S(NN)(C1C=CC(C)=CC=1)(=O)=O.CC([O-])=O.[Na+].COCCOC.